This data is from Catalyst prediction with 721,799 reactions and 888 catalyst types from USPTO. The task is: Predict which catalyst facilitates the given reaction. (1) Reactant: [Br:1][C:2]1[CH:3]=[CH:4][C:5]([OH:12])=[C:6]([CH:11]=1)[C:7]([O:9]C)=[O:8].[CH2:13](Br)[CH:14]=[CH2:15].C(=O)([O-])[O-].[K+].[K+]. Product: [CH2:15]([O:12][C:5]1[CH:4]=[CH:3][C:2]([Br:1])=[CH:11][C:6]=1[C:7]([OH:9])=[O:8])[CH:14]=[CH2:13]. The catalyst class is: 131. (2) Reactant: [C:1]([O:5][C:6]([N:8]1[CH2:12][CH2:11][CH2:10][C@@H:9]1[CH2:13][N:14]1[C:18]2[CH:19]=[CH:20][C:21]([C:23](OC)=[O:24])=[CH:22][C:17]=2[N:16]=[C:15]1[NH:27][C:28]([C:30]1[O:34][N:33]=[CH:32][CH:31]=1)=[O:29])=[O:7])([CH3:4])([CH3:3])[CH3:2].[H-].[H-].[H-].[H-].[Li+].[Al+3]. Product: [OH:24][CH2:23][C:21]1[CH:20]=[CH:19][C:18]2[N:14]([CH2:13][C@H:9]3[CH2:10][CH2:11][CH2:12][N:8]3[C:6]([O:5][C:1]([CH3:2])([CH3:4])[CH3:3])=[O:7])[C:15]([NH:27][C:28]([C:30]3[O:34][N:33]=[CH:32][CH:31]=3)=[O:29])=[N:16][C:17]=2[CH:22]=1. The catalyst class is: 1. (3) Reactant: [F:1][C:2]1[CH:10]=[CH:9][C:5]([C:6](Cl)=[O:7])=[CH:4][CH:3]=1.[NH2:11][C:12]1[CH:13]=[C:14]([CH:30]=[CH:31][CH:32]=1)[CH2:15][NH:16][C:17]1[C:26]2[C:21](=[C:22]([C:27]([NH2:29])=[O:28])[CH:23]=[CH:24][CH:25]=2)[N:20]=[CH:19][N:18]=1.C(N(CC)CC)C.CCOCC. Product: [F:1][C:2]1[CH:10]=[CH:9][C:5]([C:6]([NH:11][C:12]2[CH:13]=[C:14]([CH:30]=[CH:31][CH:32]=2)[CH2:15][NH:16][C:17]2[C:26]3[C:21](=[C:22]([C:27]([NH2:29])=[O:28])[CH:23]=[CH:24][CH:25]=3)[N:20]=[CH:19][N:18]=2)=[O:7])=[CH:4][CH:3]=1. The catalyst class is: 2. (4) Reactant: [CH3:1][C:2]1[S:6][C:5]([NH2:7])=[N:4][N:3]=1.[CH2:8]([O:10][C:11](=[O:17])[CH2:12][C:13](=O)[CH2:14]Cl)[CH3:9]. Product: [CH2:8]([O:10][C:11](=[O:17])[CH2:12][C:13]1[N:7]=[C:5]2[N:4]([CH:14]=1)[N:3]=[C:2]([CH3:1])[S:6]2)[CH3:9]. The catalyst class is: 14. (5) Reactant: [CH2:1]([O:5][CH2:6][CH2:7][O:8][CH2:9][C:10]([NH2:12])=O)[CH2:2][CH2:3][CH3:4].[H-].[Al+3].[Li+].[H-].[H-].[H-].O.S([O-])([O-])(=O)=O.[Na+].[Na+]. Product: [CH2:1]([O:5][CH2:6][CH2:7][O:8][CH2:9][CH2:10][NH2:12])[CH2:2][CH2:3][CH3:4]. The catalyst class is: 1. (6) Reactant: C([BH3-])#N.[Na+].[CH:5]1([N:11]2[C:15]([CH2:16][O:17][CH3:18])=[C:14]([C:19]3[O:23][N:22]=[C:21]([C:24]4[CH:31]=[CH:30][C:27]([CH:28]=O)=[CH:26][CH:25]=4)[N:20]=3)[CH:13]=[N:12]2)[CH2:10][CH2:9][CH2:8][CH2:7][CH2:6]1.[CH:32]([NH2:35])([CH3:34])[CH3:33].C(O)(=O)C. Product: [CH:5]1([N:11]2[C:15]([CH2:16][O:17][CH3:18])=[C:14]([C:19]3[O:23][N:22]=[C:21]([C:24]4[CH:25]=[CH:26][C:27]([CH2:28][NH:35][CH:32]([CH3:34])[CH3:33])=[CH:30][CH:31]=4)[N:20]=3)[CH:13]=[N:12]2)[CH2:6][CH2:7][CH2:8][CH2:9][CH2:10]1. The catalyst class is: 5. (7) The catalyst class is: 18. Reactant: [CH3:1][O:2][C:3]1[C:4]([O:12][CH2:13][CH2:14][CH3:15])=[C:5]([CH:9]=[CH:10][CH:11]=1)[CH2:6][NH:7][CH3:8].[CH3:16][C:17]1([CH3:33])[O:22][C:21]2[CH:23]=[C:24]([CH:27]=[CH:28][C:29]([OH:31])=O)[CH:25]=[N:26][C:20]=2[NH:19][C:18]1=[O:32].ON1C2C=CC=CC=2N=N1.C(N(C(C)C)CC)(C)C.CN(C)CCCN=C=NCC. Product: [CH3:33][C:17]1([CH3:16])[O:22][C:21]2[CH:23]=[C:24](/[CH:27]=[CH:28]/[C:29]([N:7]([CH2:6][C:5]3[CH:9]=[CH:10][CH:11]=[C:3]([O:2][CH3:1])[C:4]=3[O:12][CH2:13][CH2:14][CH3:15])[CH3:8])=[O:31])[CH:25]=[N:26][C:20]=2[NH:19][C:18]1=[O:32]. (8) Reactant: [Cl:1][C:2]1[CH:7]=[CH:6][C:5]([Cl:8])=[CH:4][C:3]=1[CH2:9][N:10]1[CH2:14][C@H:13]([O:15][CH3:16])[CH2:12][C@H:11]1[C:17]([OH:19])=O.[CH:20]1([N:23]2[C:32]3[C:27](=[CH:28][CH:29]=[CH:30][CH:31]=3)[NH:26][CH2:25][CH2:24]2)[CH2:22][CH2:21]1.CN(C(ON1N=NC2C=CC=NC1=2)=[N+](C)C)C.F[P-](F)(F)(F)(F)F.CCN(C(C)C)C(C)C. Product: [CH:20]1([N:23]2[C:32]3[C:27](=[CH:28][CH:29]=[CH:30][CH:31]=3)[N:26]([C:17]([C@@H:11]3[CH2:12][C@@H:13]([O:15][CH3:16])[CH2:14][N:10]3[CH2:9][C:3]3[CH:4]=[C:5]([Cl:8])[CH:6]=[CH:7][C:2]=3[Cl:1])=[O:19])[CH2:25][CH2:24]2)[CH2:22][CH2:21]1. The catalyst class is: 39.